From a dataset of Reaction yield outcomes from USPTO patents with 853,638 reactions. Predict the reaction yield, written as a fraction of the theoretical maximum amount of product (1.0 means a 100% yield; for example, 0.34 means a 34% yield). (1) The reactants are [OH:1][CH2:2][CH2:3][CH2:4][CH2:5][C:6]1[CH2:8][CH:7]=1.C(N(CC)CC)C.[CH3:16][S:17](Cl)(=[O:19])=[O:18].O. The catalyst is C(Cl)Cl. The product is [CH3:16][S:17]([O:1][CH2:2][CH2:3][CH2:4][CH2:5][C:6]1[CH2:8][CH:7]=1)(=[O:19])=[O:18]. The yield is 0.700. (2) The reactants are Cl[C:2]1[CH:7]=[CH:6][C:5]([I:8])=[CH:4][N:3]=1.[CH2:9]([NH:11][CH2:12][CH3:13])[CH3:10]. The catalyst is C(O)C. The product is [CH2:9]([N:11]([CH2:12][CH3:13])[C:2]1[CH:7]=[CH:6][C:5]([I:8])=[CH:4][N:3]=1)[CH3:10]. The yield is 0.400.